From a dataset of Forward reaction prediction with 1.9M reactions from USPTO patents (1976-2016). Predict the product of the given reaction. (1) Given the reactants [C:1](Cl)(=[O:5])[C:2](Cl)=O.C(OC([N:14]1[CH2:19][CH2:18][N:17]([C:20]2[CH:25]=[CH:24]C(C(O)=O)=[CH:22][N:21]=2)[CH2:16][CH2:15]1)=O)(C)(C)C.ClCCl.CN(C)C=O.C(N(CC)C(C)C)(C)C.[CH3:46][O:47][C:48](=[O:79])[NH:49][C@H:50]([C:54]([N:56]1[CH2:60][CH2:59][CH2:58][C@H:57]1[C:61]1[NH:62][CH:63]=[C:64]([C:66]2[CH:71]=[CH:70][C:69]([C:72]3[CH:77]=[CH:76][C:75]([NH2:78])=[CH:74][CH:73]=3)=[CH:68][CH:67]=2)[N:65]=1)=[O:55])[CH:51]([CH3:53])[CH3:52].O1CCOCC1, predict the reaction product. The product is: [CH3:46][O:47][C:48](=[O:79])[NH:49][C@H:50]([C:54]([N:56]1[CH2:60][CH2:59][CH2:58][C@H:57]1[C:61]1[NH:62][CH:63]=[C:64]([C:66]2[CH:67]=[CH:68][C:69]([C:72]3[CH:73]=[CH:74][C:75]([NH:78][C:1]([C:2]4[CH:22]=[N:21][C:20]([N:17]5[CH2:16][CH2:15][NH:14][CH2:19][CH2:18]5)=[CH:25][CH:24]=4)=[O:5])=[CH:76][CH:77]=3)=[CH:70][CH:71]=2)[N:65]=1)=[O:55])[CH:51]([CH3:53])[CH3:52]. (2) Given the reactants C(OC(=O)[C:5]([O:15][C:16]1[CH:21]=[CH:20][C:19]([CH3:22])=[C:18]([CH3:23])[CH:17]=1)([CH3:14])[CH2:6][C:7]1[CH:12]=[CH:11][C:10]([OH:13])=[CH:9][CH:8]=1)C.[CH3:25][C:26]1[O:30][C:29]([C:31]2[CH:36]=[CH:35][C:34]([C:37]3[CH:42]=[CH:41][CH:40]=[CH:39][CH:38]=3)=[CH:33][CH:32]=2)=[N:28][C:27]=1[CH2:43][CH2:44]OS(C1C=CC(C)=CC=1)(=O)=O.[C:56]([O-:59])([O-])=[O:57].[K+].[K+].[OH-].[Na+], predict the reaction product. The product is: [C:34]1([C:37]2[CH:38]=[CH:39][CH:40]=[CH:41][CH:42]=2)[CH:35]=[CH:36][C:31]([C:29]2[O:30][C:26]([CH3:25])=[C:27]([CH2:43][CH2:44][O:13][C:10]3[CH:9]=[CH:8][C:7]([CH2:6][C:5]([O:15][C:16]4[CH:21]=[CH:20][C:19]([CH3:22])=[C:18]([CH3:23])[CH:17]=4)([CH3:14])[C:56]([OH:59])=[O:57])=[CH:12][CH:11]=3)[N:28]=2)=[CH:32][CH:33]=1.